This data is from Reaction yield outcomes from USPTO patents with 853,638 reactions. The task is: Predict the reaction yield, written as a fraction of the theoretical maximum amount of product (1.0 means a 100% yield; for example, 0.34 means a 34% yield). (1) The reactants are Cl[CH:2]([C:9]1[CH:14]=[CH:13][CH:12]=[CH:11][CH:10]=1)[C:3]1[CH:8]=[CH:7][CH:6]=[CH:5][CH:4]=1.[OH:15][N:16]1[C:20](=[O:21])[C:19]2=[CH:22][CH:23]=[CH:24][CH:25]=[C:18]2[C:17]1=[O:26].CCN(CC)CC.O. The catalyst is CN(C=O)C. The product is [CH:2]([O:15][N:16]1[C:17](=[O:26])[C:18]2=[CH:25][CH:24]=[CH:23][CH:22]=[C:19]2[C:20]1=[O:21])([C:9]1[CH:14]=[CH:13][CH:12]=[CH:11][CH:10]=1)[C:3]1[CH:8]=[CH:7][CH:6]=[CH:5][CH:4]=1. The yield is 0.850. (2) The reactants are [Br:1]Br.[C:3]([C:6]1[S:7][CH:8]=[C:9]([C:20]([O:22][CH3:23])=[O:21])[C:10]=1[O:11][C:12](=[O:19])[C:13]1[CH:18]=[CH:17][CH:16]=[CH:15][CH:14]=1)(=[O:5])[CH3:4]. The catalyst is ClC(Cl)(Cl)Cl. The product is [Br:1][CH2:4][C:3]([C:6]1[S:7][CH:8]=[C:9]([C:20]([O:22][CH3:23])=[O:21])[C:10]=1[O:11][C:12](=[O:19])[C:13]1[CH:18]=[CH:17][CH:16]=[CH:15][CH:14]=1)=[O:5]. The yield is 0.770. (3) The reactants are [O:1]1[CH2:5][CH2:4][CH:3]([C:6]([OH:8])=O)[CH2:2]1.CCN=C=NCCCN(C)C.Cl.Cl.[CH3:22][NH:23][O:24][CH3:25].C(N(CC)CC)C. The catalyst is ClCCl. The product is [CH3:25][O:24][N:23]([CH3:22])[C:6]([CH:3]1[CH2:4][CH2:5][O:1][CH2:2]1)=[O:8]. The yield is 0.490.